From a dataset of Forward reaction prediction with 1.9M reactions from USPTO patents (1976-2016). Predict the product of the given reaction. (1) Given the reactants N1C=CC=CC=1.[CH2:7]([NH:11][CH2:12][CH2:13][CH2:14][CH2:15][OH:16])[CH2:8][CH2:9][CH3:10].[Cl:17][CH2:18][C:19](O[C:19](=[O:20])[CH2:18][Cl:17])=[O:20].C(=O)(O)[O-], predict the reaction product. The product is: [CH2:7]([N:11]([CH2:12][CH2:13][CH2:14][CH2:15][OH:16])[C:19](=[O:20])[CH2:18][Cl:17])[CH2:8][CH2:9][CH3:10]. (2) Given the reactants [C:1]([O:5][C:6](=[O:22])[N:7]([CH2:13][C:14]1[CH:19]=[CH:18][C:17](Br)=[C:16]([F:21])[CH:15]=1)[CH2:8][CH2:9][CH:10]([CH3:12])[CH3:11])([CH3:4])([CH3:3])[CH3:2].C(=O)([O-])[O-].[Na+].[Na+].[C:29]([C:31]1[CH:32]=[C:33](B(O)O)[CH:34]=[CH:35][CH:36]=1)#[N:30], predict the reaction product. The product is: [C:1]([O:5][C:6](=[O:22])[N:7]([CH2:13][C:14]1[CH:19]=[CH:18][C:17]([C:35]2[CH:34]=[CH:33][CH:32]=[C:31]([C:29]#[N:30])[CH:36]=2)=[C:16]([F:21])[CH:15]=1)[CH2:8][CH2:9][CH:10]([CH3:12])[CH3:11])([CH3:4])([CH3:3])[CH3:2]. (3) The product is: [CH3:1][C:2]1[N:3]([S:18]([C:21]2[CH:26]=[CH:25][CH:24]=[C:23]([CH3:27])[CH:22]=2)(=[O:19])=[O:20])[C:4]([C:12]2[CH:13]=[CH:14][CH:15]=[CH:16][CH:17]=2)=[CH:5][C:6]=1[CH:7]=[O:8]. Given the reactants [CH3:1][C:2]1[N:3]([S:18]([C:21]2[CH:26]=[CH:25][CH:24]=[C:23]([CH3:27])[CH:22]=2)(=[O:20])=[O:19])[C:4]([C:12]2[CH:17]=[CH:16][CH:15]=[CH:14][CH:13]=2)=[CH:5][C:6]=1[C:7](OCC)=[O:8].C1(C)C=CC=CC=1.[H-].C([Al+]CC(C)C)C(C)C.Cl, predict the reaction product. (4) Given the reactants [C:1]([C:4]1[C:9]([C:10]2[CH:15]=[CH:14][CH:13]=[CH:12][CH:11]=2)=[N:8][N:7]([CH2:16][CH3:17])[C:6](=[O:18])[C:5]=1[N+:19]([O-])=O)(=[O:3])[CH3:2].N[C:23]1[CH:24]=[C:25]([Br:33])[CH:26]=[C:27]2[C:32]=1[N:31]=[CH:30][CH:29]=[CH:28]2, predict the reaction product. The product is: [C:1]([C:4]1[C:9]([C:10]2[CH:15]=[CH:14][CH:13]=[CH:12][CH:11]=2)=[N:8][N:7]([CH2:16][CH3:17])[C:6](=[O:18])[C:5]=1[NH:19][C:23]1[CH:24]=[C:25]([Br:33])[CH:26]=[C:27]2[C:32]=1[N:31]=[CH:30][CH:29]=[CH:28]2)(=[O:3])[CH3:2]. (5) Given the reactants CON(C)[C:4]([CH:6]1[CH2:8][CH:7]1[C:9]1[CH:14]=[CH:13][CH:12]=[CH:11][C:10]=1[F:15])=[O:5].[OH2:17].[OH-].[Na+], predict the reaction product. The product is: [F:15][C:10]1[CH:11]=[CH:12][CH:13]=[CH:14][C:9]=1[CH:7]1[CH2:8][CH:6]1[C:4]([OH:17])=[O:5].